This data is from Catalyst prediction with 721,799 reactions and 888 catalyst types from USPTO. The task is: Predict which catalyst facilitates the given reaction. (1) Reactant: C([Li])CCC.C(NC(C)C)(C)C.[Br:13][C:14]1[C:19]([CH3:20])=[CH:18][CH:17]=[CH:16][N:15]=1.[CH:21](=[O:28])[C:22]1[CH:27]=[CH:26][CH:25]=[CH:24][CH:23]=1. Product: [Br:13][C:14]1[C:19]([CH2:20][CH:21]([C:22]2[CH:27]=[CH:26][CH:25]=[CH:24][CH:23]=2)[OH:28])=[CH:18][CH:17]=[CH:16][N:15]=1. The catalyst class is: 1. (2) Reactant: Br[C:2]1[CH:7]=[CH:6][C:5]([CH:8]2[C:13](=[O:14])[CH:12]([CH3:15])[O:11][C:10]([CH3:17])([CH3:16])[C:9]2=[O:18])=[C:4]([CH2:19][CH3:20])[CH:3]=1.[F-].[Cs+].[F:23][C:24]1[CH:29]=[CH:28][C:27](B(O)O)=[CH:26][CH:25]=1. Product: [CH2:19]([C:4]1[CH:3]=[C:2]([C:27]2[CH:28]=[CH:29][C:24]([F:23])=[CH:25][CH:26]=2)[CH:7]=[CH:6][C:5]=1[CH:8]1[C:13](=[O:14])[CH:12]([CH3:15])[O:11][C:10]([CH3:17])([CH3:16])[C:9]1=[O:18])[CH3:20]. The catalyst class is: 140. (3) Reactant: C1COCC1.[OH-].[Na+].C([O:15][C:16]([C:18]1[CH:27]=[CH:26][C:25]2[C:20](=[CH:21][CH:22]=[CH:23][CH:24]=2)[C:19]=1[O:28][CH2:29][C:30]1[CH:35]=[CH:34][CH:33]=[CH:32][CH:31]=1)=[O:17])C1C=CC=CC=1.C(O)(=O)CC(CC(O)=O)(C(O)=O)O. Product: [CH2:29]([O:28][C:19]1[C:20]2[C:25](=[CH:24][CH:23]=[CH:22][CH:21]=2)[CH:26]=[CH:27][C:18]=1[C:16]([OH:17])=[O:15])[C:30]1[CH:31]=[CH:32][CH:33]=[CH:34][CH:35]=1. The catalyst class is: 6. (4) The catalyst class is: 21. Product: [Br:1][C:2]1[CH:7]=[CH:6][C:5]([O:8][CH2:17][CH2:16][Br:15])=[CH:4][CH:3]=1. Reactant: [Br:1][C:2]1[CH:7]=[CH:6][C:5]([OH:8])=[CH:4][CH:3]=1.C(=O)([O-])[O-].[K+].[K+].[Br:15][CH2:16][CH2:17]Br. (5) Reactant: [F:1][C:2]1[CH:7]=[CH:6][C:5]([OH:8])=[CH:4][CH:3]=1.F[C:10]1([N+:16]([O-:18])=[O:17])[CH:15]=[CH:14][CH:13]=[CH:12][CH2:11]1.C([O-])([O-])=O.[K+].[K+].CN(C=O)C. Product: [F:1][C:2]1[CH:7]=[CH:6][C:5]([O:8][C:13]2[CH:14]=[CH:15][C:10]([N+:16]([O-:18])=[O:17])=[CH:11][CH:12]=2)=[CH:4][CH:3]=1. The catalyst class is: 6. (6) Reactant: C(#N)C.C(O[C:9]([N:11]1[CH2:16][CH2:15][NH:14][CH2:13][CH2:12]1)=[O:10])(C)(C)C.[CH3:17][N:18]([C:22]1[CH:27]=[CH:26][CH:25]=[CH:24][CH:23]=1)C([Cl:21])=O.Cl. Product: [ClH:21].[CH3:17][N:18]([C:22]1[CH:27]=[CH:26][CH:25]=[CH:24][CH:23]=1)[C:9]([N:11]1[CH2:12][CH2:13][NH:14][CH2:15][CH2:16]1)=[O:10]. The catalyst class is: 66. (7) Reactant: FC(F)(F)C([O-])=O.[CH2:8]([NH:12][C:13]([C@H:15]([CH3:42])[CH2:16][C@H:17]([OH:41])[C@@H:18]([NH:35][C:36]([C@@H:38]([NH3+:40])[CH3:39])=[O:37])[CH2:19][C:20]1[CH:25]=[CH:24][CH:23]=[C:22]([O:26][CH2:27][CH2:28][CH2:29][CH2:30][CH2:31][C:32](O)=[O:33])[CH:21]=1)=[O:14])[CH2:9][CH2:10][CH3:11].F[P-](F)(F)(F)(F)F.N1(O[P+](N(C)C)(N(C)C)N(C)C)C2C=CC=CC=2N=N1. Product: [CH2:8]([NH:12][C:13](=[O:14])[C@H:15]([CH3:42])[CH2:16][C@H:17]([OH:41])[C@@H:18]1[CH2:19][C:20]2=[CH:21][C:22](=[CH:23][CH:24]=[CH:25]2)[O:26][CH2:27][CH2:28][CH2:29][CH2:30][CH2:31][C:32](=[O:33])[NH:40][C@@H:38]([CH3:39])[C:36](=[O:37])[NH:35]1)[CH2:9][CH2:10][CH3:11]. The catalyst class is: 3.